Predict the product of the given reaction. From a dataset of Forward reaction prediction with 1.9M reactions from USPTO patents (1976-2016). (1) Given the reactants [Cl:1][C:2]1[CH:14]=[C:13]([Cl:15])[C:12]([O:16][C:17]2[N:21]([CH3:22])[N:20]=[C:19]([CH3:23])[C:18]=2[CH:24]=O)=[CH:11][C:3]=1[O:4][C@@H:5]([CH3:10])[C:6]([O:8][CH3:9])=[O:7].O.[NH2:27][NH2:28], predict the reaction product. The product is: [Cl:1][C:2]1[CH:14]=[C:13]([Cl:15])[C:12]([O:16][C:17]2[N:21]([CH3:22])[N:20]=[C:19]([CH3:23])[C:18]=2/[CH:24]=[N:27]/[NH2:28])=[CH:11][C:3]=1[O:4][C@@H:5]([CH3:10])[C:6]([O:8][CH3:9])=[O:7]. (2) Given the reactants [NH2:1][C:2]1[CH:3]=[C:4]([C:9]2[CH:15]=[CH:14][C:12]([NH2:13])=[C:11]([NH2:16])[CH:10]=2)[CH:5]=[CH:6][C:7]=1[NH2:8].[CH3:17][N:18]([CH3:29])[C:19]1[CH:24]=[CH:23][C:22]([CH:25]=[CH:26][CH:27]=O)=[CH:21][CH:20]=1, predict the reaction product. The product is: [NH:8]1[C:7]2[CH:6]=[CH:5][C:4]([C:9]3[CH:15]=[CH:14][C:12]4[N:13]=[C:27](/[CH:26]=[CH:25]/[C:22]5[CH:23]=[CH:24][C:19]([N:18]([CH3:29])[CH3:17])=[CH:20][CH:21]=5)[NH:16][C:11]=4[CH:10]=3)=[CH:3][C:2]=2[N:1]=[C:27]1/[CH:26]=[CH:25]/[C:22]1[CH:21]=[CH:20][C:19]([N:18]([CH3:17])[CH3:29])=[CH:24][CH:23]=1. (3) Given the reactants C(O[C:5](=[O:7])[CH3:6])(=O)C.[Cl:8][C:9]1[CH:15]=[CH:14][C:12]([NH2:13])=[CH:11][C:10]=1[OH:16], predict the reaction product. The product is: [Cl:8][C:9]1[CH:15]=[CH:14][C:12]([NH:13][C:5](=[O:7])[CH3:6])=[CH:11][C:10]=1[OH:16]. (4) Given the reactants [Cl:1][C:2]1[C:7]([O:8][CH3:9])=[CH:6][C:5]([O:10][CH3:11])=[C:4]([Cl:12])[C:3]=1[C:13]1[CH:14]=[C:15]2[C:20](=[CH:21][CH:22]=1)[N:19]=[C:18]([NH:23][C@H:24]1[C@@H:28]([NH2:29])[CH2:27]OC1)[N:17]=[CH:16]2.CCN(C(C)C)[CH:33]([CH3:35])[CH3:34].[C:39](Cl)(=[O:42])[CH:40]=[CH2:41], predict the reaction product. The product is: [Cl:12][C:4]1[C:5]([O:10][CH3:11])=[CH:6][C:7]([O:8][CH3:9])=[C:2]([Cl:1])[C:3]=1[C:13]1[CH:14]=[C:15]2[C:20](=[CH:21][CH:22]=1)[N:19]=[C:18]([NH:23][C@@H:24]1[CH2:35][CH2:33][CH2:34][CH2:27][C@@H:28]1[NH:29][C:39](=[O:42])[CH:40]=[CH2:41])[N:17]=[CH:16]2. (5) Given the reactants C([Li])CCC.[CH2:6]([O:13][C:14]1[CH:19]=[CH:18][C:17](Br)=[CH:16][N:15]=1)[C:7]1[CH:12]=[CH:11][CH:10]=[CH:9][CH:8]=1.CN(C)[CH:23]=[O:24], predict the reaction product. The product is: [CH2:6]([O:13][C:14]1[CH:19]=[CH:18][C:17]([CH:23]=[O:24])=[CH:16][N:15]=1)[C:7]1[CH:12]=[CH:11][CH:10]=[CH:9][CH:8]=1. (6) Given the reactants [Cl:1][C:2]1[C:7]([C:8]#[N:9])=[CH:6][N:5]=[C:4]2[CH:10]=[CH:11][S:12][C:3]=12.C([N-]C(C)C)(C)C.[Li+].CCCCCCC.[O:28]1CCC[CH2:29]1.C(C1C=CC=CC=1)C.CN(C)C=O, predict the reaction product. The product is: [Cl:1][C:2]1[C:7]([C:8]#[N:9])=[CH:6][N:5]=[C:4]2[CH:10]=[C:11]([CH:29]=[O:28])[S:12][C:3]=12. (7) Given the reactants [C:1]([CH2:3][CH2:4][N:5]1[C:13]2[C:8](=[CH:9][CH:10]=[C:11]([C:14]([O:16][CH2:17][CH3:18])=[O:15])[CH:12]=2)[CH:7]=[C:6]1[C:19]([O:21]CC)=O)#[N:2].[BH4-].[Na+], predict the reaction product. The product is: [O:21]=[C:19]1[C:6]2=[CH:7][C:8]3[CH:9]=[CH:10][C:11]([C:14]([O:16][CH2:17][CH3:18])=[O:15])=[CH:12][C:13]=3[N:5]2[CH2:4][CH2:3][CH2:1][NH:2]1.